From a dataset of CYP3A4 inhibition data for predicting drug metabolism from PubChem BioAssay. Regression/Classification. Given a drug SMILES string, predict its absorption, distribution, metabolism, or excretion properties. Task type varies by dataset: regression for continuous measurements (e.g., permeability, clearance, half-life) or binary classification for categorical outcomes (e.g., BBB penetration, CYP inhibition). Dataset: cyp3a4_veith. (1) The molecule is C[C@@H]1O[C@@H](O[C@H]2C[C@@H](O)[C@]3(CO)[C@@H]4[C@@H](O)C[C@]5(C)[C@H](C6=CC(=O)OC6)CC[C@@]5(O)[C@H]4CC[C@@]3(O)C2)[C@H](O)[C@H](O)[C@@H]1O. The result is 0 (non-inhibitor). (2) The drug is CS(=O)(=O)Nc1cccc(-c2ccc3ncnc(N4CCNCC4)c3c2)c1. The result is 1 (inhibitor). (3) The compound is OCCNc1nc2ccccc2[nH]1. The result is 0 (non-inhibitor). (4) The compound is COc1ccc(S(=O)(=O)Nc2cccc(Cl)c2)cc1OC. The result is 1 (inhibitor). (5) The drug is NCCCCCCNS(=O)(=O)c1ccc2c(Cl)cccc2c1. The result is 1 (inhibitor). (6) The compound is CCSc1nnc(NC(=O)Cc2ccccc2OC)s1. The result is 0 (non-inhibitor). (7) The molecule is CN(C)C(=O)c1ccc(-c2nc(NCc3cccnc3)c3ccccc3n2)cc1. The result is 1 (inhibitor). (8) The drug is O=C(NCc1cccnc1)C1c2ccccc2C(=O)N1C1CCCCCCC1. The result is 1 (inhibitor).